Dataset: Reaction yield outcomes from USPTO patents with 853,638 reactions. Task: Predict the reaction yield, written as a fraction of the theoretical maximum amount of product (1.0 means a 100% yield; for example, 0.34 means a 34% yield). (1) The reactants are [Cl:1][C:2]1[C:11]([N+:12]([O-:14])=[O:13])=[CH:10][C:5]2[NH:6][C:7](=O)[NH:8][C:4]=2[CH:3]=1.[C:15](=[O:18])([O-])[O-].[K+].[K+].I[CH3:22]. The catalyst is CN(C=O)C. The product is [Cl:1][C:2]1[C:11]([N+:12]([O-:14])=[O:13])=[CH:10][C:5]2[N:6]([CH3:22])[C:15](=[O:18])[N:8]([CH3:7])[C:4]=2[CH:3]=1. The yield is 0.950. (2) The yield is 0.540. The catalyst is C1(C)C=CC=CC=1. The reactants are COC1C=CC(C[N:8]2[C:12]3[N:13]=[CH:14][C:15]4[CH2:16][N:17]([S:21]([C:24]5[CH:29]=[CH:28][CH:27]=[CH:26][CH:25]=5)(=[O:23])=[O:22])[CH2:18][CH2:19][C:20]=4[C:11]=3[CH:10]=[N:9]2)=CC=1.FC(F)(F)C(O)=O. The product is [C:24]1([S:21]([N:17]2[CH2:16][C:15]3[CH:14]=[N:13][C:12]4[NH:8][N:9]=[CH:10][C:11]=4[C:20]=3[CH2:19][CH2:18]2)(=[O:23])=[O:22])[CH:29]=[CH:28][CH:27]=[CH:26][CH:25]=1. (3) The reactants are [ClH:1].O1CCOCC1.OC(C(F)(F)F)=O.[Cl:15][C:16]1[CH:21]=[CH:20][CH:19]=[CH:18][C:17]=1[C:22]1[S:26][C:25]([C:27]([N:29]2[CH2:34][CH2:33][N:32](C(OC(C)(C)C)=O)[CH2:31][CH:30]2[CH2:42][O:43][C:44]2[CH:45]=[N:46][CH:47]=[CH:48][CH:49]=2)=[O:28])=[CH:24][CH:23]=1. The catalyst is CO. The product is [ClH:15].[ClH:1].[Cl:15][C:16]1[CH:21]=[CH:20][CH:19]=[CH:18][C:17]=1[C:22]1[S:26][C:25]([C:27]([N:29]2[CH2:34][CH2:33][NH:32][CH2:31][CH:30]2[CH2:42][O:43][C:44]2[CH:45]=[N:46][CH:47]=[CH:48][CH:49]=2)=[O:28])=[CH:24][CH:23]=1. The yield is 0.400. (4) The reactants are [Br:1][C:2]1[N:3]=[C:4]2[C:10]([C:11]([OH:13])=O)=[CH:9][N:8]([CH2:14][O:15][CH2:16][CH2:17][Si:18]([CH3:21])([CH3:20])[CH3:19])[C:5]2=[N:6][CH:7]=1.Cl.Cl.[O:24]1[CH:28]=[CH:27][N:26]=[C:25]1[CH:29]([NH2:31])[CH3:30].C(N(CC)C(C)C)(C)C.CN(C(ON1N=NC2C=CC=NC1=2)=[N+](C)C)C.F[P-](F)(F)(F)(F)F. The catalyst is CN(C=O)C. The product is [O:24]1[CH:28]=[CH:27][N:26]=[C:25]1[CH:29]([NH:31][C:11]([C:10]1[C:4]2[C:5](=[N:6][CH:7]=[C:2]([Br:1])[N:3]=2)[N:8]([CH2:14][O:15][CH2:16][CH2:17][Si:18]([CH3:21])([CH3:20])[CH3:19])[CH:9]=1)=[O:13])[CH3:30]. The yield is 0.710. (5) The catalyst is C(OCC)(=O)C. The product is [F:48][CH:14]([F:13])[C:15]1[N:16]([C:40]2[CH:41]=[CH:42][C:43]([O:46][CH3:47])=[CH:44][CH:45]=2)[C:17](=[O:39])[C:18]([CH2:24][C:25]2[CH:26]=[CH:27][C:28]([C:31]3[CH:36]=[CH:35][CH:34]=[CH:33][C:32]=3[C:37]3[NH:3][C:4](=[O:7])[O:5][N:38]=3)=[CH:29][CH:30]=2)=[C:19]([CH2:21][CH2:22][CH3:23])[N:20]=1. The reactants are [Cl-].O[NH3+:3].[C:4](=[O:7])([O-])[OH:5].[Na+].CS(C)=O.[F:13][CH:14]([F:48])[C:15]1[N:16]([C:40]2[CH:45]=[CH:44][C:43]([O:46][CH3:47])=[CH:42][CH:41]=2)[C:17](=[O:39])[C:18]([CH2:24][C:25]2[CH:30]=[CH:29][C:28]([C:31]3[C:32]([C:37]#[N:38])=[CH:33][CH:34]=[CH:35][CH:36]=3)=[CH:27][CH:26]=2)=[C:19]([CH2:21][CH2:22][CH3:23])[N:20]=1. The yield is 0.600.